From a dataset of Forward reaction prediction with 1.9M reactions from USPTO patents (1976-2016). Predict the product of the given reaction. (1) Given the reactants [Al+3].[Cl-].[Cl-].[Cl-].[CH:5]([O:8][C:9]1[C:18]([CH3:19])=[CH:17][CH:16]=[C:15]2[C:10]=1[CH2:11][C@@H:12]([CH:24]1[CH2:29][CH2:28][N:27]([CH2:30][CH2:31][C:32]3[CH:37]=[CH:36][CH:35]=[CH:34][CH:33]=3)[CH2:26][CH2:25]1)[O:13][C@H:14]2[CH2:20][NH:21][CH:22]=O)([CH3:7])[CH3:6], predict the reaction product. The product is: [CH:5]([O:8][C:9]1[C:18]([CH3:19])=[CH:17][CH:16]=[C:15]2[C:10]=1[CH2:11][C@@H:12]([CH:24]1[CH2:25][CH2:26][N:27]([CH2:30][CH2:31][C:32]3[CH:33]=[CH:34][CH:35]=[CH:36][CH:37]=3)[CH2:28][CH2:29]1)[O:13][C@H:14]2[CH2:20][NH:21][CH3:22])([CH3:7])[CH3:6]. (2) Given the reactants [Cl:1][C:2]1[CH:10]=[CH:9][CH:8]=[C:7]([O:11]COC)[C:3]=1[C:4]([OH:6])=[O:5].Cl, predict the reaction product. The product is: [Cl:1][C:2]1[CH:10]=[CH:9][CH:8]=[C:7]([OH:11])[C:3]=1[C:4]([OH:6])=[O:5].